Dataset: Catalyst prediction with 721,799 reactions and 888 catalyst types from USPTO. Task: Predict which catalyst facilitates the given reaction. (1) Reactant: [Cl:1][C:2]1[CH:8]=[C:7]([O:9][C:10]2[C:19]3[C:14](=[CH:15][C:16]([O:22][CH3:23])=[C:17]([O:20][CH3:21])[CH:18]=3)[N:13]=[CH:12][N:11]=2)[CH:6]=[CH:5][C:3]=1[NH2:4].C1(C)C=CC=CC=1.C(N(CC)CC)C.Cl[C:39](Cl)([O:41]C(=O)OC(Cl)(Cl)Cl)Cl.[CH3:50][O:51][C:52]1[CH:60]=[CH:59][C:55]([CH:56]([OH:58])[CH3:57])=[CH:54][CH:53]=1. Product: [Cl:1][C:2]1[CH:8]=[C:7]([O:9][C:10]2[C:19]3[C:14](=[CH:15][C:16]([O:22][CH3:23])=[C:17]([O:20][CH3:21])[CH:18]=3)[N:13]=[CH:12][N:11]=2)[CH:6]=[CH:5][C:3]=1[NH:4][C:39](=[O:41])[O:58][CH:56]([C:55]1[CH:59]=[CH:60][C:52]([O:51][CH3:50])=[CH:53][CH:54]=1)[CH3:57]. The catalyst class is: 2. (2) Reactant: [F:1][C:2]1[CH:21]=[CH:20][C:5]([CH2:6][CH2:7][C:8]2[CH:17]=[CH:16][C:15]([CH2:18][Br:19])=[CH:14][C:9]=2[C:10]([O:12][CH3:13])=[O:11])=[CH:4][CH:3]=1.[C:22]1([P:28]([C:35]2[CH:40]=[CH:39][CH:38]=[CH:37][CH:36]=2)[C:29]2[CH:34]=[CH:33][CH:32]=[CH:31][CH:30]=2)[CH:27]=[CH:26][CH:25]=[CH:24][CH:23]=1. Product: [Br-:19].[CH3:13][O:12][C:10]([C:9]1[CH:14]=[C:15]([CH:16]=[CH:17][C:8]=1[CH2:7][CH2:6][C:5]1[CH:20]=[CH:21][C:2]([F:1])=[CH:3][CH:4]=1)[CH2:18][P+:28]([C:29]1[CH:30]=[CH:31][CH:32]=[CH:33][CH:34]=1)([C:35]1[CH:40]=[CH:39][CH:38]=[CH:37][CH:36]=1)[C:22]1[CH:23]=[CH:24][CH:25]=[CH:26][CH:27]=1)=[O:11]. The catalyst class is: 11. (3) Reactant: Cl[CH2:2][C:3]1[O:7][N:6]=[C:5]([C:8]2[CH:13]=[CH:12][CH:11]=[CH:10][CH:9]=2)[N:4]=1.[C:14]1([S:20]([O-:22])=[O:21])[CH:19]=[CH:18][CH:17]=[CH:16][CH:15]=1.[Na+].C1OCCOCCOCCOCCOCCOC1. Product: [C:14]1([S:20]([CH2:2][C:3]2[O:7][N:6]=[C:5]([C:8]3[CH:13]=[CH:12][CH:11]=[CH:10][CH:9]=3)[N:4]=2)(=[O:22])=[O:21])[CH:19]=[CH:18][CH:17]=[CH:16][CH:15]=1. The catalyst class is: 10. (4) Reactant: Br[C:2]1[CH:3]=[C:4]2[C:8](=[CH:9][CH:10]=1)[N:7]([CH2:11][O:12][CH2:13][CH2:14][Si:15]([CH3:18])([CH3:17])[CH3:16])[N:6]=[C:5]2[NH:19][C:20]([C:22]1[C:23](=[O:37])[N:24]([CH2:28][C:29]2[CH:34]=[CH:33][C:32]([F:35])=[C:31]([F:36])[CH:30]=2)[CH:25]=[CH:26][CH:27]=1)=[O:21].[C:38]1([S:44]([N:47]2[C:51]3=[N:52][CH:53]=[CH:54][CH:55]=[C:50]3[C:49](B3OC(C)(C)C(C)(C)O3)=[CH:48]2)(=[O:46])=[O:45])[CH:43]=[CH:42][CH:41]=[CH:40][CH:39]=1.ClCCl.O1CCOCC1.C(=O)([O-])[O-].[Na+].[Na+]. Product: [C:38]1([S:44]([N:47]2[C:51]3=[N:52][CH:53]=[CH:54][CH:55]=[C:50]3[C:49]([C:2]3[CH:3]=[C:4]4[C:8](=[CH:9][CH:10]=3)[N:7]([CH2:11][O:12][CH2:13][CH2:14][Si:15]([CH3:17])([CH3:18])[CH3:16])[N:6]=[C:5]4[NH:19][C:20]([C:22]3[C:23](=[O:37])[N:24]([CH2:28][C:29]4[CH:34]=[CH:33][C:32]([F:35])=[C:31]([F:36])[CH:30]=4)[CH:25]=[CH:26][CH:27]=3)=[O:21])=[CH:48]2)(=[O:46])=[O:45])[CH:39]=[CH:40][CH:41]=[CH:42][CH:43]=1. The catalyst class is: 587. (5) Reactant: O=C1[N:6]([C:7]2[CH:18]=[CH:17][C:10]([CH2:11][NH:12][C:13](=[O:16])[CH2:14][CH3:15])=[C:9]([C:19]([F:22])([F:21])[F:20])[CH:8]=2)[CH2:5][C:4]([C:27]2[CH:32]=[C:31]([Cl:33])[C:30]([Cl:34])=[C:29]([Cl:35])[CH:28]=2)([C:23]([F:26])([F:25])[F:24])[O:3]1.O.[OH-].[K+]. Product: [F:25][C:23]([F:24])([F:26])[C:4]([OH:3])([C:27]1[CH:28]=[C:29]([Cl:35])[C:30]([Cl:34])=[C:31]([Cl:33])[CH:32]=1)[CH2:5][NH:6][C:7]1[CH:18]=[CH:17][C:10]([CH2:11][NH:12][C:13](=[O:16])[CH2:14][CH3:15])=[C:9]([C:19]([F:20])([F:21])[F:22])[CH:8]=1. The catalyst class is: 12. (6) Reactant: C(O[BH-](OC(=O)C)OC(=O)C)(=O)C.[Na+].[NH2:15][C:16]1[C:21]([NH2:22])=[CH:20][CH:19]=[C:18]([O:23][CH3:24])[N:17]=1.[C:25]([O:29][C:30]([N:32]1[CH2:37][CH2:36][C:35](=O)[CH2:34][CH2:33]1)=[O:31])([CH3:28])([CH3:27])[CH3:26]. Product: [NH2:15][C:16]1[C:21]([NH:22][CH:35]2[CH2:36][CH2:37][N:32]([C:30]([O:29][C:25]([CH3:28])([CH3:27])[CH3:26])=[O:31])[CH2:33][CH2:34]2)=[CH:20][CH:19]=[C:18]([O:23][CH3:24])[N:17]=1. The catalyst class is: 68.